This data is from Catalyst prediction with 721,799 reactions and 888 catalyst types from USPTO. The task is: Predict which catalyst facilitates the given reaction. (1) Product: [CH3:1][CH:2]([O:4][C:8]1[CH:15]=[CH:14][C:11]([C:12]#[N:13])=[CH:10][CH:9]=1)[CH3:3]. Reactant: [CH3:1][CH:2]([OH:4])[CH3:3].[H-].[Na+].F[C:8]1[CH:15]=[CH:14][C:11]([C:12]#[N:13])=[CH:10][CH:9]=1.O. The catalyst class is: 9. (2) Reactant: C(OC([N:8]1[C:17]2=[CH:18][N:19]([C@@H:21]3[O:34][C@H:33]([CH2:35][O:36][C:37](=[O:39])[CH3:38])[C@@H:27]([O:28][C:29](=[O:32])[CH2:30][CH3:31])[C@H:22]3[O:23][C:24](=[O:26])[CH3:25])[N:20]=[C:15]3[C:16]2=[C:10]([C:11](=[O:40])[NH:12][N:13]=[CH:14]3)[C:9]1=[O:41])=O)(C)(C)C.C(O)(C(F)(F)F)=O. Product: [CH3:31][CH2:30][C:29]([O:28][C@@H:27]1[C@@H:33]([CH2:35][O:36][C:37](=[O:39])[CH3:38])[O:34][C@@H:21]([N:19]2[CH:18]=[C:17]3[NH:8][C:9](=[O:41])[C:10]4[C:11](=[O:40])[NH:12][N:13]=[CH:14][C:15]([C:16]=43)=[N:20]2)[C@@H:22]1[O:23][C:24](=[O:26])[CH3:25])=[O:32]. The catalyst class is: 2. (3) Reactant: S(C1C=CC(C)=CC=1)(O)(=O)=O.[CH2:12]([O:19][C:20](=[O:26])[C@H:21]([CH:23]([CH3:25])[CH3:24])[NH2:22])[C:13]1[CH:18]=[CH:17][CH:16]=[CH:15][CH:14]=1.C(=O)([O-])[O-].[Na+].[Na+].C(OC(=O)[C@H](C(C)C)N)C1C=CC=CC=1.[NH:48]1[C:52]([C:53]2[CH:58]=[CH:57][CH:56]=[CH:55][C:54]=2[C:59]2[CH:64]=[CH:63][C:62]([CH:65]=O)=[CH:61][CH:60]=2)=[N:51][N:50]=[N:49]1.C(N(CCC)CCC)CC.[BH4-].[Na+].Cl. Product: [CH2:12]([O:19][C:20](=[O:26])[C@@H:21]([NH:22][CH2:65][C:62]1[CH:63]=[CH:64][C:59]([C:54]2[CH:55]=[CH:56][CH:57]=[CH:58][C:53]=2[C:52]2[NH:48][N:49]=[N:50][N:51]=2)=[CH:60][CH:61]=1)[CH:23]([CH3:24])[CH3:25])[C:13]1[CH:18]=[CH:17][CH:16]=[CH:15][CH:14]=1. The catalyst class is: 93. (4) Reactant: [F:1][C:2]1[CH:7]=[CH:6][C:5]([C:8]2([C:15]#[N:16])[CH2:13][CH2:12][C:11](=[O:14])[CH2:10][CH2:9]2)=[CH:4][CH:3]=1.[CH2:17](O)[CH2:18][OH:19].C1(C)C=CC(S(O)(=O)=O)=CC=1. Product: [F:1][C:2]1[CH:3]=[CH:4][C:5]([C:8]2([C:15]#[N:16])[CH2:9][CH2:10][C:11]3([O:19][CH2:18][CH2:17][O:14]3)[CH2:12][CH2:13]2)=[CH:6][CH:7]=1. The catalyst class is: 11. (5) Reactant: [O-2].[Gd+3:2].[O-2].[O-2].[Gd+3].[C:6]([CH2:9][N:10]1[CH2:21][CH2:20][N:19]([C:22](=[O:31])[NH:23][C:24]2[CH:29]=[CH:28][C:27]([CH3:30])=[CH:26][CH:25]=2)[CH2:18][CH2:17][N:16]([CH2:32][C:33]([OH:35])=[O:34])[CH2:15][CH2:14][N:13]([CH2:36][C:37]([OH:39])=[O:38])[CH2:12][CH2:11]1)([OH:8])=[O:7]. Product: [C:33]([CH2:32][N:16]1[CH2:17][CH2:18][N:19]([C:22](=[O:31])[NH:23][C:24]2[CH:25]=[CH:26][C:27]([CH3:30])=[CH:28][CH:29]=2)[CH2:20][CH2:21][N:10]([CH2:9][C:6]([OH:8])=[O:7])[CH2:11][CH2:12][N:13]([CH2:36][C:37]([OH:39])=[O:38])[CH2:14][CH2:15]1)([OH:35])=[O:34].[Gd:2]. The catalyst class is: 6. (6) Reactant: [C:1]([C:4]1[CH:12]=[CH:11][CH:10]=[CH:9][C:5]=1[C:6]([OH:8])=[O:7])(=[O:3])[CH3:2].C(=O)([O-])[O-].[K+].[K+].[CH2:19](Br)[CH:20]=[CH2:21]. Product: [C:1]([C:4]1[CH:12]=[CH:11][CH:10]=[CH:9][C:5]=1[C:6]([O:8][CH2:21][CH:20]=[CH2:19])=[O:7])(=[O:3])[CH3:2]. The catalyst class is: 9.